The task is: Regression/Classification. Given a drug SMILES string, predict its toxicity properties. Task type varies by dataset: regression for continuous values (e.g., LD50, hERG inhibition percentage) or binary classification for toxic/non-toxic outcomes (e.g., AMES mutagenicity, cardiotoxicity, hepatotoxicity). Dataset: ld50_zhu.. This data is from Acute oral toxicity (LD50) regression data from Zhu et al.. The compound is Fc1ccc2[nH]c(C(F)(F)F)nc2c1. The rat oral LD50 is 4.09, given as -log10 of the dose in mol/kg body weight (higher means more acutely toxic).